From a dataset of Catalyst prediction with 721,799 reactions and 888 catalyst types from USPTO. Predict which catalyst facilitates the given reaction. Reactant: [Cl:1][C:2]1[C:7]([S:8](Cl)(=[O:10])=[O:9])=[CH:6][CH:5]=[CH:4][N:3]=1.[CH3:12][NH:13][CH3:14]. Product: [Cl:1][C:2]1[C:7]([S:8]([N:13]([CH3:14])[CH3:12])(=[O:10])=[O:9])=[CH:6][CH:5]=[CH:4][N:3]=1. The catalyst class is: 1.